From a dataset of Tyrosyl-DNA phosphodiesterase HTS with 341,365 compounds. Binary Classification. Given a drug SMILES string, predict its activity (active/inactive) in a high-throughput screening assay against a specified biological target. (1) The compound is s1c(NC(=O)Nc2ccc(CC)cc2)ccc1. The result is 0 (inactive). (2) The drug is S(=O)(=O)(Nc1ccc(cc1)C(=O)C)c1cc2N(CCOc2cc1)C. The result is 0 (inactive). (3) The drug is O=C(NCc1ncccc1)c1cc2c(c([nH]c2cc1)C)C. The result is 0 (inactive). (4) The drug is O1C(Cc2c(c3c(nc2c2ccccc2)CCN(C3)C(=O)Nc2ccc(OC)cc2)C1)C. The result is 0 (inactive). (5) The drug is Clc1ccc(C(N2CCN(CC2)CCO)c2c(c(sc2NC(=O)c2ccccc2)C)C)cc1. The result is 0 (inactive). (6) The compound is O=C1N(CC(NC(=O)Nc2noc(c2)C)C1)c1cc2OCCOc2cc1. The result is 0 (inactive). (7) The molecule is Fc1cc(n2ncc3C(NC(=O)c4n(nc(c4)C)CC)CC(Cc23)(C)C)ccc1. The result is 0 (inactive).